Task: Predict the reaction yield, written as a fraction of the theoretical maximum amount of product (1.0 means a 100% yield; for example, 0.34 means a 34% yield).. Dataset: Reaction yield outcomes from USPTO patents with 853,638 reactions (1) The reactants are [CH:1]([C:4]1[CH:9]=[CH:8][C:7]([C:10]2[CH:11]=[C:12]([CH2:26][C:27]([OH:29])=[O:28])[CH:13]=[CH:14][C:15]=2C2C=CC(C(F)(F)F)=CC=2)=[CH:6][CH:5]=1)([CH3:3])[CH3:2].N1C=CC=C[CH:31]=1.[S:36]([O:43]S(C(F)(F)F)(=O)=O)([C:39]([F:42])([F:41])[F:40])(=[O:38])=[O:37].O. The catalyst is ClCCl. The product is [CH:1]([C:4]1[CH:5]=[CH:6][C:7]([C:10]2[C:15]([O:43][S:36]([C:39]([F:42])([F:41])[F:40])(=[O:38])=[O:37])=[CH:14][CH:13]=[C:12]([CH2:26][C:27]([O:29][CH3:31])=[O:28])[CH:11]=2)=[CH:8][CH:9]=1)([CH3:3])[CH3:2]. The yield is 0.770. (2) The reactants are [F:1][C:2]1[CH:3]=[C:4]([CH:18]=[C:19]([O:21][CH3:22])[CH:20]=1)[O:5][C:6]1[CH:7]=[CH:8][C:9]2[N:13]=[C:12]([CH2:14][OH:15])[N:11]([CH3:16])[C:10]=2[CH:17]=1.O[C:24]1[CH:25]=[C:26]([CH:31]=[CH:32][CH:33]=1)[C:27]([O:29][CH3:30])=[O:28].C(P(CCCC)CCCC)CCC.N(C(N1CCCCC1)=O)=NC(N1CCCCC1)=O. The catalyst is ClCCl. The product is [F:1][C:2]1[CH:3]=[C:4]([CH:18]=[C:19]([O:21][CH3:22])[CH:20]=1)[O:5][C:6]1[CH:7]=[CH:8][C:9]2[N:13]=[C:12]([CH2:14][O:15][C:24]3[CH:25]=[C:26]([CH:31]=[CH:32][CH:33]=3)[C:27]([O:29][CH3:30])=[O:28])[N:11]([CH3:16])[C:10]=2[CH:17]=1. The yield is 0.600.